Dataset: Full USPTO retrosynthesis dataset with 1.9M reactions from patents (1976-2016). Task: Predict the reactants needed to synthesize the given product. (1) The reactants are: Br[C:2]1[CH:11]=[C:10]2[C:5]([C:6](=[O:12])[NH:7][CH:8]=[N:9]2)=[CH:4][CH:3]=1.C(N(CC)CC)C.[C:20]([O:24][C:25](=[O:30])[NH:26][CH2:27][C:28]#[CH:29])([CH3:23])([CH3:22])[CH3:21]. Given the product [C:20]([O:24][C:25](=[O:30])[NH:26][CH2:27][C:28]#[C:29][C:2]1[CH:11]=[C:10]2[C:5]([C:6](=[O:12])[NH:7][CH:8]=[N:9]2)=[CH:4][CH:3]=1)([CH3:23])([CH3:22])[CH3:21], predict the reactants needed to synthesize it. (2) Given the product [OH:59][C:58]1[C:50]([CH:28]2[C:36]3[C:31](=[CH:32][CH:33]=[CH:34][C:35]=3[O:37][CH3:38])[N:30]([CH2:39][C:40]3[O:41][C:42]([C:45]([F:46])([F:48])[F:47])=[CH:43][CH:44]=3)[C:29]2=[O:49])=[CH:51][C:52]2[O:56][CH2:55][O:54][C:53]=2[CH:57]=1, predict the reactants needed to synthesize it. The reactants are: C1(CCN2C3C(=CC=CC=3)C(O)(C3C(O)=CC4OCOC=4C=3)C2=O)CC1.O[C:28]1([C:50]2[C:58]([OH:59])=[CH:57][C:53]3[O:54][CH2:55][O:56][C:52]=3[CH:51]=2)[C:36]2[C:31](=[CH:32][CH:33]=[CH:34][C:35]=2[O:37][CH3:38])[N:30]([CH2:39][C:40]2[O:41][C:42]([C:45]([F:48])([F:47])[F:46])=[CH:43][CH:44]=2)[C:29]1=[O:49]. (3) Given the product [O:1]=[C:2]1[C:10]2[C:5](=[CH:6][C:7]([C:11]([NH:14][CH:15]3[CH2:16][CH2:17][N:18]([C:21]([O:23][C:24]([CH3:27])([CH3:26])[CH3:25])=[O:22])[CH2:19][CH2:20]3)=[O:13])=[CH:8][CH:9]=2)[CH2:4][O:3]1, predict the reactants needed to synthesize it. The reactants are: [O:1]=[C:2]1[C:10]2[C:5](=[CH:6][C:7]([C:11]([OH:13])=O)=[CH:8][CH:9]=2)[CH2:4][O:3]1.[NH2:14][CH:15]1[CH2:20][CH2:19][N:18]([C:21]([O:23][C:24]([CH3:27])([CH3:26])[CH3:25])=[O:22])[CH2:17][CH2:16]1.C1C=CC2N(O)N=NC=2C=1.C(Cl)CCl.CN1CCOCC1. (4) Given the product [C:22]1([S:28]([N:10]2[CH2:11][CH2:12][CH2:13][C@@H:8]([NH2:17])[CH2:9]2)(=[O:30])=[O:29])[CH:27]=[CH:26][CH:25]=[CH:24][CH:23]=1, predict the reactants needed to synthesize it. The reactants are: C([C@@H:8]1[CH2:13][CH2:12][CH2:11][N:10](N)[CH2:9]1)(OC(C)(C)C)=O.C([N:17](CC)CC)C.[C:22]1([S:28](Cl)(=[O:30])=[O:29])[CH:27]=[CH:26][CH:25]=[CH:24][CH:23]=1.C(O)(C(F)(F)F)=O. (5) Given the product [Br:18][C:19]1[CH:20]=[C:21]2[C:26](=[C:27](/[CH:29]=[C:11](\[CH3:17])/[C:12]([O:14][CH2:15][CH3:16])=[O:13])[CH:28]=1)[N:25]([CH3:31])[CH2:24][CH2:23][CH2:22]2, predict the reactants needed to synthesize it. The reactants are: [H-].[Na+].C(OP([CH:11]([CH3:17])[C:12]([O:14][CH2:15][CH3:16])=[O:13])(OCC)=O)C.[Br:18][C:19]1[CH:20]=[C:21]2[C:26](=[C:27]([CH:29]=O)[CH:28]=1)[N:25]([CH3:31])[CH2:24][CH2:23][CH2:22]2.O. (6) Given the product [C:4]([C:5]1[N:6]=[CH:7][C:8]([C:11]2[N:15]([C:16]3[CH:17]=[N:18][CH:19]=[CH:20][CH:21]=3)[N:14]=[C:13]([C:22]([O:24][CH2:25][CH3:26])=[O:23])[CH:12]=2)=[N:9][CH:10]=1)([OH:2])=[O:27], predict the reactants needed to synthesize it. The reactants are: [Se](=O)=[O:2].[CH3:4][C:5]1[N:6]=[CH:7][C:8]([C:11]2[N:15]([C:16]3[CH:17]=[N:18][CH:19]=[CH:20][CH:21]=3)[N:14]=[C:13]([C:22]([O:24][CH2:25][CH3:26])=[O:23])[CH:12]=2)=[N:9][CH:10]=1.[OH2:27].C(Cl)(Cl)Cl. (7) Given the product [CH3:12][O:11][C:7]1[CH:6]=[C:5]([C:3]2[N:13]=[C:14]([NH2:16])[S:15][CH:2]=2)[CH:10]=[CH:9][CH:8]=1, predict the reactants needed to synthesize it. The reactants are: Br[CH2:2][C:3]([C:5]1[CH:10]=[CH:9][CH:8]=[C:7]([O:11][CH3:12])[CH:6]=1)=O.[NH2:13][C:14]([NH2:16])=[S:15].